From a dataset of Full USPTO retrosynthesis dataset with 1.9M reactions from patents (1976-2016). Predict the reactants needed to synthesize the given product. (1) Given the product [CH2:18]([O:8][C:5]1[CH:6]=[CH:7][C:2]([Br:1])=[C:3]([N+:9]([O-:11])=[O:10])[CH:4]=1)[C:15]1[CH:16]=[CH:17][CH:12]=[CH:13][CH:14]=1, predict the reactants needed to synthesize it. The reactants are: [Br:1][C:2]1[CH:7]=[CH:6][C:5]([OH:8])=[CH:4][C:3]=1[N+:9]([O-:11])=[O:10].[CH:12]1[CH:17]=[CH:16][C:15]([CH2:18]Br)=[CH:14][CH:13]=1.C([O-])([O-])=O.[K+].[K+]. (2) Given the product [Br:1][C:2]1[CH:3]=[CH:4][C:5]([O:10][CH2:22][CH2:23][C:24]([CH3:27])([CH3:26])[CH3:25])=[C:6]([CH:9]=1)[C:7]#[N:8], predict the reactants needed to synthesize it. The reactants are: [Br:1][C:2]1[CH:3]=[CH:4][C:5]([OH:10])=[C:6]([CH:9]=1)[C:7]#[N:8].C(=O)([O-])[O-].[K+].[K+].CS(O[CH2:22][CH2:23][C:24]([CH3:27])([CH3:26])[CH3:25])(=O)=O. (3) Given the product [F:14][C:13]([F:16])([F:15])[C:9]1[CH:8]=[C:7]([C:5]2[CH:4]=[C:3]([C:2]([F:19])([F:18])[F:1])[N:22]3[N:23]=[CH:24][CH:25]=[C:21]3[N:20]=2)[CH:12]=[CH:11][CH:10]=1, predict the reactants needed to synthesize it. The reactants are: [F:1][C:2]([F:19])([F:18])[C:3](=O)[CH2:4][C:5]([C:7]1[CH:12]=[CH:11][CH:10]=[C:9]([C:13]([F:16])([F:15])[F:14])[CH:8]=1)=O.[NH2:20][C:21]1[CH:25]=[CH:24][NH:23][N:22]=1. (4) Given the product [F:1][C:2]1[CH:7]=[C:6]([F:8])[CH:5]=[CH:4][C:3]=1[N:9]1[C:17]2[C:12](=[C:13]([N:18]3[CH2:22][CH2:21][N:20]([CH2:27][C:28]4[O:29][CH:30]=[CH:31][N:32]=4)[C:19]3=[O:23])[CH:14]=[CH:15][CH:16]=2)[CH:11]=[N:10]1, predict the reactants needed to synthesize it. The reactants are: [F:1][C:2]1[CH:7]=[C:6]([F:8])[CH:5]=[CH:4][C:3]=1[N:9]1[C:17]2[C:12](=[C:13]([N:18]3[CH2:22][CH2:21][NH:20][C:19]3=[O:23])[CH:14]=[CH:15][CH:16]=2)[CH:11]=[N:10]1.[H-].[Na+].Cl[CH2:27][C:28]1[O:29][CH:30]=[CH:31][N:32]=1. (5) Given the product [CH2:34]([CH:37]1[CH:46]([O:17][C@H:18]2[CH2:22][N:21]([C:23]([O:25][C:26]([CH3:27])([CH3:28])[CH3:29])=[O:24])[C@H:20]([C:30]([O:32][CH3:33])=[O:31])[CH2:19]2)[C:45]23[N:48]=[CH:49][CH:50]=[C:44]2[CH:43]=[CH:42][CH:41]=[C:40]3[N:39]([CH3:51])[CH2:38]1)[CH:35]=[CH2:36], predict the reactants needed to synthesize it. The reactants are: C([O-])([O-])=O.[Cs+].[Cs+].BrC1C=CC(S([O:17][C@@H:18]2[CH2:22][N:21]([C:23]([O:25][C:26]([CH3:29])([CH3:28])[CH3:27])=[O:24])[C@H:20]([C:30]([O:32][CH3:33])=[O:31])[CH2:19]2)(=O)=O)=CC=1.[CH2:34]([CH:37]1[CH:46](O)[C:45]23[N:48]=[CH:49][CH:50]=[C:44]2[CH:43]=[CH:42][CH:41]=[C:40]3[N:39]([CH3:51])[CH2:38]1)[CH:35]=[CH2:36]. (6) The reactants are: [Cl:1][C:2]1[CH:3]=[C:4]([CH:9]=[C:10]([I:14])[C:11]=1[O:12][CH3:13])[C:5]([O:7]C)=[O:6].O.[OH-].[Li+]. Given the product [Cl:1][C:2]1[CH:3]=[C:4]([CH:9]=[C:10]([I:14])[C:11]=1[O:12][CH3:13])[C:5]([OH:7])=[O:6], predict the reactants needed to synthesize it.